Predict the reactants needed to synthesize the given product. From a dataset of Full USPTO retrosynthesis dataset with 1.9M reactions from patents (1976-2016). (1) Given the product [C:2]([C:7]1[O:11][C:10]([CH2:12][N:13]2[CH:17]=[CH:16][C:15]([NH:18][C:27](=[O:28])/[CH:26]=[CH:25]/[C:19]3[CH:24]=[CH:23][CH:22]=[CH:21][CH:20]=3)=[N:14]2)=[CH:9][CH:8]=1)(=[O:6])[CH3:1], predict the reactants needed to synthesize it. The reactants are: [CH3:1][C:2]1([C:7]2[O:11][C:10]([CH2:12][N:13]3[CH:17]=[CH:16][C:15]([NH2:18])=[N:14]3)=[CH:9][CH:8]=2)[O:6]CCO1.[C:19]1(/[CH:25]=[CH:26]/[C:27](O)=[O:28])[CH:24]=[CH:23][CH:22]=[CH:21][CH:20]=1. (2) Given the product [CH3:16][C:9]1([CH3:8])[O:13][CH:12]([CH2:18][NH:17][C:2](=[O:3])[O:4][CH:5]([Cl:7])[CH3:6])[CH2:11][O:10]1.[ClH:1].[N:17]1[CH:22]=[CH:21][CH:20]=[CH:19][CH:18]=1, predict the reactants needed to synthesize it. The reactants are: [Cl:1][C:2]([O:4][CH:5]([Cl:7])[CH3:6])=[O:3].[CH3:8][C:9]1([CH3:16])[O:13][CH:12](NC)[CH2:11][O:10]1.[N:17]1[CH:22]=[CH:21][CH:20]=[CH:19][CH:18]=1.